This data is from Retrosynthesis with 50K atom-mapped reactions and 10 reaction types from USPTO. The task is: Predict the reactants needed to synthesize the given product. (1) Given the product O=C(Cc1ccccc1O)Nc1ccc(N2C(=O)CC(=O)Nc3c2ccc2ccccc32)cc1, predict the reactants needed to synthesize it. The reactants are: COc1ccccc1CC(=O)Nc1ccc(N2C(=O)CC(=O)Nc3c2ccc2ccccc32)cc1. (2) Given the product O=C1O[C@]2(CCN(C(=O)c3ccc(OCc4ccccc4)cc3)C2)c2ccccc21, predict the reactants needed to synthesize it. The reactants are: BrCc1ccccc1.O=C1O[C@]2(CCN(C(=O)c3ccc(O)cc3)C2)c2ccccc21. (3) Given the product FC(F)(F)c1ccc(Cl)c(-c2cccn3nc(Cl)nc23)c1, predict the reactants needed to synthesize it. The reactants are: Clc1nc2c(Br)cccn2n1.OB(O)c1cc(C(F)(F)F)ccc1Cl. (4) Given the product C#CCOc1nc(C(F)(F)C(F)(F)F)c(F)c(=O)n1-c1cc(C(=O)OC(C)C)c(Cl)cc1F, predict the reactants needed to synthesize it. The reactants are: C#CCO.CC(C)OC(=O)c1cc(-n2c(Cl)nc(C(F)(F)C(F)(F)F)c(F)c2=O)c(F)cc1Cl. (5) Given the product C=Cc1cc(C#Cc2ccc(-c3ccc(Cl)cc3)cn2)ccc1OCCO, predict the reactants needed to synthesize it. The reactants are: C#Cc1ccc(-c2ccc(Cl)cc2)cn1.C=Cc1cc(I)ccc1OCCO. (6) The reactants are: CC(CCN)N1CCC(C2(c3ccc(C(F)(F)F)cc3)Cc3c(F)cccc3O2)CC1.Cc1ncnc(C)c1C(=O)O. Given the product Cc1ncnc(C)c1C(=O)NCCC(C)N1CCC(C2(c3ccc(C(F)(F)F)cc3)Cc3c(F)cccc3O2)CC1, predict the reactants needed to synthesize it.